From a dataset of Catalyst prediction with 721,799 reactions and 888 catalyst types from USPTO. Predict which catalyst facilitates the given reaction. (1) Reactant: Cl[C:2]1[C:3]2[C:4](=[CH:13][N:14](CC3C=CC(OC)=CC=3)[N:15]=2)[N:5]=[C:6]([C:8]2[CH:12]=[CH:11][S:10][CH:9]=2)[N:7]=1.[O:25]1[CH2:30][CH2:29][NH:28][C:27]2[CH:31]=[C:32]([NH2:35])[CH:33]=[CH:34][C:26]1=2.Cl. Product: [S:10]1[CH:11]=[CH:12][C:8]([C:6]2[N:7]=[C:2]([NH:35][C:32]3[CH:33]=[CH:34][C:26]4[O:25][CH2:30][CH2:29][NH:28][C:27]=4[CH:31]=3)[C:3]3[NH:15][N:14]=[CH:13][C:4]=3[N:5]=2)=[CH:9]1. The catalyst class is: 71. (2) Reactant: [O:1]1[C:5]2[CH:6]=[CH:7][C:8]([C:10]3([C:13]([NH:15][C:16]4[CH:17]=[C:18]5[C:22](=[CH:23][CH:24]=4)[NH:21][CH:20]([C:25]([CH3:28])([CH3:27])[CH3:26])[CH2:19]5)=[O:14])[CH2:12][CH2:11]3)=[CH:9][C:4]=2[O:3][CH2:2]1.[H-].[Na+].Cl[CH2:32][C:33]([N:35]([CH3:37])[CH3:36])=[O:34]. Product: [O:1]1[C:5]2[CH:6]=[CH:7][C:8]([C:10]3([C:13]([NH:15][C:16]4[CH:17]=[C:18]5[C:22](=[CH:23][CH:24]=4)[N:21]([CH2:32][C:33]([N:35]([CH3:37])[CH3:36])=[O:34])[C:20]([C:25]([CH3:28])([CH3:27])[CH3:26])=[CH:19]5)=[O:14])[CH2:12][CH2:11]3)=[CH:9][C:4]=2[O:3][CH2:2]1. The catalyst class is: 198. (3) Reactant: [BH4-].[Li+].[CH3:3][O:4][C:5]([N:7]([C:33]1[CH:38]=[CH:37][CH:36]=[CH:35][CH:34]=1)[NH:8][C:9]([C:11]1[C:20]2[C:15](=[CH:16][CH:17]=[CH:18][CH:19]=2)[N:14]=[C:13]([C:21]2[CH:26]=[CH:25][CH:24]=[CH:23][CH:22]=2)[C:12]=1[O:27][CH2:28][C:29](OC)=[O:30])=[O:10])=[O:6].[Cl-].[NH4+].CCOCC. Product: [OH:30][CH2:29][CH2:28][O:27][C:12]1[C:13]([C:21]2[CH:26]=[CH:25][CH:24]=[CH:23][CH:22]=2)=[N:14][C:15]2[C:20]([C:11]=1[C:9]([NH:8][N:7]([C:33]1[CH:34]=[CH:35][CH:36]=[CH:37][CH:38]=1)[C:5]([O:4][CH3:3])=[O:6])=[O:10])=[CH:19][CH:18]=[CH:17][CH:16]=2. The catalyst class is: 1. (4) Reactant: [CH2:1]([S:8][C:9]1[CH:15]=[CH:14][C:13]([Cl:16])=[CH:12][C:10]=1[NH2:11])[C:2]1[CH:7]=[CH:6][CH:5]=[CH:4][CH:3]=1.[O:17]1[C:21]2[CH:22]=[CH:23][CH:24]=[CH:25][C:20]=2[CH:19]=[C:18]1[S:26](Cl)(=[O:28])=[O:27]. Product: [CH2:1]([S:8][C:9]1[CH:15]=[CH:14][C:13]([Cl:16])=[CH:12][C:10]=1[NH:11][S:26]([C:18]1[O:17][C:21]2[CH:22]=[CH:23][CH:24]=[CH:25][C:20]=2[CH:19]=1)(=[O:27])=[O:28])[C:2]1[CH:7]=[CH:6][CH:5]=[CH:4][CH:3]=1. The catalyst class is: 17. (5) Reactant: [CH3:1][C:2]1[CH:7]=[CH:6][CH:5]=[CH:4][C:3]=1[NH:8][C:9](=[O:21])[NH:10][C:11]1[CH:16]=[CH:15][C:14]([CH2:17][C:18]([OH:20])=O)=[CH:13][CH:12]=1.[NH:22]1[CH2:26][CH2:25][CH2:24][C@H:23]1[CH2:27][O:28][C:29]1[CH:38]=[CH:37][C:32]([C:33]([O:35][CH3:36])=[O:34])=[CH:31][C:30]=1[C:39]([O:41][CH3:42])=[O:40].CCN(CC)CC. Product: [CH3:1][C:2]1[CH:7]=[CH:6][CH:5]=[CH:4][C:3]=1[NH:8][C:9](=[O:21])[NH:10][C:11]1[CH:12]=[CH:13][C:14]([CH2:17][C:18]([N:22]2[CH2:26][CH2:25][CH2:24][CH:23]2[CH2:27][O:28][C:29]2[CH:38]=[CH:37][C:32]([C:33]([O:35][CH3:36])=[O:34])=[CH:31][C:30]=2[C:39]([O:41][CH3:42])=[O:40])=[O:20])=[CH:15][CH:16]=1. The catalyst class is: 31. (6) Reactant: [CH:1]([N:5]1[C:13]2[CH:12]=[C:11]([Cl:14])[N:10]=[CH:9][C:8]=2[C:7]([N:15]2[CH2:20][CH2:19][S:18][CH2:17][CH2:16]2)=[N:6]1)([CH2:3][CH3:4])[CH3:2].ClC1C=C(C=CC=1)C(OO)=[O:26]. Product: [CH:1]([N:5]1[C:13]2[CH:12]=[C:11]([Cl:14])[N:10]=[CH:9][C:8]=2[C:7]([N:15]2[CH2:16][CH2:17][S:18](=[O:26])[CH2:19][CH2:20]2)=[N:6]1)([CH2:3][CH3:4])[CH3:2]. The catalyst class is: 4. (7) Reactant: [C:1]([C:5]1[N:10]=[C:9]([CH2:11][CH2:12][OH:13])[CH:8]=[C:7]([N:14]2[CH2:19][CH2:18][NH:17][CH2:16][CH2:15]2)[N:6]=1)([CH3:4])([CH3:3])[CH3:2].C(N(CC)C(C)C)(C)C.Cl[C:30]([O:32][CH2:33][C:34]1[CH:39]=[CH:38][CH:37]=[CH:36][CH:35]=1)=[O:31]. Product: [CH2:33]([O:32][C:30]([N:17]1[CH2:16][CH2:15][N:14]([C:7]2[CH:8]=[C:9]([CH2:11][CH2:12][OH:13])[N:10]=[C:5]([C:1]([CH3:4])([CH3:2])[CH3:3])[N:6]=2)[CH2:19][CH2:18]1)=[O:31])[C:34]1[CH:39]=[CH:38][CH:37]=[CH:36][CH:35]=1. The catalyst class is: 721. (8) Reactant: O=[C:2]1[CH:11]([C:12]([O:14]C)=O)[CH2:10][CH2:9][CH2:8][C:3]21[CH2:7][CH2:6][CH2:5][CH2:4]2.Cl.[NH2:17][C:18]([NH2:20])=[NH:19].C(=O)([O-])[O-].[K+].[K+]. Product: [NH2:20][C:18]1[N:19]=[C:12]([OH:14])[C:11]2[CH2:10][CH2:9][CH2:8][C:3]3([CH2:7][CH2:6][CH2:5][CH2:4]3)[C:2]=2[N:17]=1. The catalyst class is: 9.